From a dataset of Retrosynthesis with 50K atom-mapped reactions and 10 reaction types from USPTO. Predict the reactants needed to synthesize the given product. Given the product O=C(NN=Cc1cccc(C(F)(F)F)c1)c1cnc(-c2ccccn2)nc1-c1ccncc1, predict the reactants needed to synthesize it. The reactants are: NNC(=O)c1cnc(-c2ccccn2)nc1-c1ccncc1.O=Cc1cccc(C(F)(F)F)c1.